Dataset: Merck oncology drug combination screen with 23,052 pairs across 39 cell lines. Task: Regression. Given two drug SMILES strings and cell line genomic features, predict the synergy score measuring deviation from expected non-interaction effect. (1) Drug 1: CCC1(O)CC2CN(CCc3c([nH]c4ccccc34)C(C(=O)OC)(c3cc4c(cc3OC)N(C)C3C(O)(C(=O)OC)C(OC(C)=O)C5(CC)C=CCN6CCC43C65)C2)C1. Drug 2: COC1=C2CC(C)CC(OC)C(O)C(C)C=C(C)C(OC(N)=O)C(OC)C=CC=C(C)C(=O)NC(=CC1=O)C2=O. Cell line: CAOV3. Synergy scores: synergy=-30.7. (2) Drug 1: CN(C)C(=N)N=C(N)N. Drug 2: N#Cc1ccc(Cn2cncc2CN2CCN(c3cccc(Cl)c3)C(=O)C2)cc1. Cell line: HT144. Synergy scores: synergy=-0.547. (3) Drug 1: CCC1=CC2CN(C1)Cc1c([nH]c3ccccc13)C(C(=O)OC)(c1cc3c(cc1OC)N(C)C1C(O)(C(=O)OC)C(OC(C)=O)C4(CC)C=CCN5CCC31C54)C2. Drug 2: CCc1cnn2c(NCc3ccc[n+]([O-])c3)cc(N3CCCCC3CCO)nc12. Cell line: LOVO. Synergy scores: synergy=-4.39. (4) Drug 1: CN(C)C(=N)N=C(N)N. Drug 2: Cc1nc(Nc2ncc(C(=O)Nc3c(C)cccc3Cl)s2)cc(N2CCN(CCO)CC2)n1. Cell line: ZR751. Synergy scores: synergy=-11.3. (5) Drug 1: O=C(NOCC(O)CO)c1ccc(F)c(F)c1Nc1ccc(I)cc1F. Drug 2: COC1=C2CC(C)CC(OC)C(O)C(C)C=C(C)C(OC(N)=O)C(OC)C=CC=C(C)C(=O)NC(=CC1=O)C2=O. Cell line: MSTO. Synergy scores: synergy=18.8. (6) Drug 1: O=C(CCCCCCC(=O)Nc1ccccc1)NO. Drug 2: CCC1(O)C(=O)OCc2c1cc1n(c2=O)Cc2cc3c(CN(C)C)c(O)ccc3nc2-1. Cell line: A2780. Synergy scores: synergy=0.246. (7) Drug 1: CCN(CC)CCNC(=O)c1c(C)[nH]c(C=C2C(=O)Nc3ccc(F)cc32)c1C. Drug 2: NC(=O)c1cccc2cn(-c3ccc(C4CCCNC4)cc3)nc12. Cell line: NCIH2122. Synergy scores: synergy=10.8. (8) Synergy scores: synergy=-31.9. Cell line: HCT116. Drug 1: CN(C)C(=N)N=C(N)N. Drug 2: Cc1nc(Nc2ncc(C(=O)Nc3c(C)cccc3Cl)s2)cc(N2CCN(CCO)CC2)n1.